This data is from Catalyst prediction with 721,799 reactions and 888 catalyst types from USPTO. The task is: Predict which catalyst facilitates the given reaction. (1) Reactant: [OH:1][CH:2]([C:5]1[N:10]=[C:9]2[N:11]([CH2:22][C:23]([F:26])([F:25])[F:24])[C:12]([NH:14][C:15](=[O:21])[CH2:16][C:17]([CH3:20])([CH3:19])[CH3:18])=[N:13][C:8]2=[CH:7][CH:6]=1)CO.I([O-])(=O)(=O)=O.[Na+]. Product: [CH:2]([C:5]1[N:10]=[C:9]2[N:11]([CH2:22][C:23]([F:26])([F:24])[F:25])[C:12]([NH:14][C:15](=[O:21])[CH2:16][C:17]([CH3:20])([CH3:19])[CH3:18])=[N:13][C:8]2=[CH:7][CH:6]=1)=[O:1]. The catalyst class is: 46. (2) Reactant: [C:1]([O:5][C:6]([N:8]1[CH2:13][CH2:12][CH:11]([C:14]([OH:16])=O)[CH2:10][CH2:9]1)=[O:7])([CH3:4])([CH3:3])[CH3:2].Cl.CN(C)CCCN=C=NCC.[F:29][C:30]([F:47])([F:46])[O:31][C:32]1[CH:45]=[CH:44][C:35]([O:36][C:37]2[CH:42]=[CH:41][CH:40]=[CH:39][C:38]=2[NH2:43])=[CH:34][CH:33]=1. Product: [C:1]([O:5][C:6]([N:8]1[CH2:9][CH2:10][CH:11]([C:14](=[O:16])[NH:43][C:38]2[CH:39]=[CH:40][CH:41]=[CH:42][C:37]=2[O:36][C:35]2[CH:44]=[CH:45][C:32]([O:31][C:30]([F:29])([F:46])[F:47])=[CH:33][CH:34]=2)[CH2:12][CH2:13]1)=[O:7])([CH3:2])([CH3:3])[CH3:4]. The catalyst class is: 2.